This data is from Reaction yield outcomes from USPTO patents with 853,638 reactions. The task is: Predict the reaction yield, written as a fraction of the theoretical maximum amount of product (1.0 means a 100% yield; for example, 0.34 means a 34% yield). (1) The reactants are CS(C)=O.C(Cl)(=O)C(Cl)=O.[OH:11][CH:12]1[C:16]2[N:17]=[CH:18][N:19]=[C:20]([N:21]3[CH2:26][CH2:25][N:24]([C:27]([O:29][C:30]([CH3:33])([CH3:32])[CH3:31])=[O:28])[CH2:23][CH2:22]3)[C:15]=2[C@H:14]([CH3:34])[CH2:13]1.C(N(CC)CC)C. The catalyst is C(Cl)Cl.CCOC(C)=O.O. The product is [CH3:34][C@H:14]1[C:15]2[C:20]([N:21]3[CH2:26][CH2:25][N:24]([C:27]([O:29][C:30]([CH3:33])([CH3:32])[CH3:31])=[O:28])[CH2:23][CH2:22]3)=[N:19][CH:18]=[N:17][C:16]=2[C:12](=[O:11])[CH2:13]1. The yield is 0.823. (2) The reactants are [F:1][C:2]1[CH:31]=[C:30]([NH:32][S:33]([C:36]2[CH:41]=[CH:40][C:39]([CH2:42][NH:43][CH3:44])=[CH:38][CH:37]=2)(=[O:35])=[O:34])[CH:29]=[C:28]([F:45])[C:3]=1[C:4]([NH:6][C@H:7]([C:24]([O:26]C)=[O:25])[CH2:8][C:9]1[CH:14]=[CH:13][C:12]([N:15]2[C:20](=[O:21])[CH:19]=[CH:18][N:17]([CH3:22])[C:16]2=[O:23])=[CH:11][CH:10]=1)=[O:5].Cl.O1CCOCC1. The catalyst is O. The product is [F:1][C:2]1[CH:31]=[C:30]([NH:32][S:33]([C:36]2[CH:37]=[CH:38][C:39]([CH2:42][NH:43][CH3:44])=[CH:40][CH:41]=2)(=[O:35])=[O:34])[CH:29]=[C:28]([F:45])[C:3]=1[C:4]([NH:6][C@H:7]([C:24]([OH:26])=[O:25])[CH2:8][C:9]1[CH:10]=[CH:11][C:12]([N:15]2[C:20](=[O:21])[CH:19]=[CH:18][N:17]([CH3:22])[C:16]2=[O:23])=[CH:13][CH:14]=1)=[O:5]. The yield is 0.510. (3) The reactants are [C:1]([C:3]1[CH:4]=[C:5]([CH:28]([CH3:30])[CH3:29])[C:6]2[O:10][C:9]([C:11]3[CH:26]=[CH:25][C:14]([C:15]([NH:17][CH2:18][CH:19]4[CH2:24][CH2:23][NH:22][CH2:21][CH2:20]4)=[O:16])=[CH:13][CH:12]=3)=[N:8][C:7]=2[CH:27]=1)#[N:2].[CH2:31]([N:38]=[C:39]=[O:40])[C:32]1[CH:37]=[CH:36][CH:35]=[CH:34][CH:33]=1. The catalyst is ClCCl. The product is [CH2:31]([NH:38][C:39]([N:22]1[CH2:23][CH2:24][CH:19]([CH2:18][NH:17][C:15](=[O:16])[C:14]2[CH:13]=[CH:12][C:11]([C:9]3[O:10][C:6]4[C:5]([CH:28]([CH3:30])[CH3:29])=[CH:4][C:3]([C:1]#[N:2])=[CH:27][C:7]=4[N:8]=3)=[CH:26][CH:25]=2)[CH2:20][CH2:21]1)=[O:40])[C:32]1[CH:37]=[CH:36][CH:35]=[CH:34][CH:33]=1. The yield is 0.198. (4) The reactants are Cl[C:2]1[S:10][C:9]2[S:8](=[O:12])(=[O:11])[N:7]([CH2:13][O:14][CH2:15][CH2:16][Si:17]([CH3:20])([CH3:19])[CH3:18])[CH2:6][C:5]([C:22]3[CH:31]=[CH:30][C:29]4[C:24](=[CH:25][CH:26]=[CH:27][CH:28]=4)[CH:23]=3)([OH:21])[C:4]=2[CH:3]=1.C1(P(C2C=CC=CC=2)C2C3OC4C(=CC=CC=4P(C4C=CC=CC=4)C4C=CC=CC=4)C(C)(C)C=3C=CC=2)C=CC=CC=1.C(=O)([O-])[O-].[Cs+].[Cs+].[NH:80]1[CH2:85][CH2:84][O:83][CH2:82][CH2:81]1. The catalyst is C1C=CC(/C=C/C(/C=C/C2C=CC=CC=2)=O)=CC=1.C1C=CC(/C=C/C(/C=C/C2C=CC=CC=2)=O)=CC=1.C1C=CC(/C=C/C(/C=C/C2C=CC=CC=2)=O)=CC=1.[Pd].[Pd].O1CCOCC1. The product is [N:80]1([C:2]2[S:10][C:9]3[S:8](=[O:12])(=[O:11])[N:7]([CH2:13][O:14][CH2:15][CH2:16][Si:17]([CH3:20])([CH3:19])[CH3:18])[CH2:6][C:5]([C:22]4[CH:31]=[CH:30][C:29]5[C:24](=[CH:25][CH:26]=[CH:27][CH:28]=5)[CH:23]=4)([OH:21])[C:4]=3[CH:3]=2)[CH2:85][CH2:84][O:83][CH2:82][CH2:81]1. The yield is 0.180. (5) The catalyst is CC(O)=O. The reactants are [CH2:1]([C:5]1[C:6]([CH3:11])=[N:7][CH:8]=[CH:9][CH:10]=1)[CH:2]([CH3:4])[CH3:3].[OH:12]O. The yield is 0.760. The product is [CH2:1]([C:5]1[C:6]([CH3:11])=[N+:7]([O-:12])[CH:8]=[CH:9][CH:10]=1)[CH:2]([CH3:4])[CH3:3]. (6) The reactants are [CH3:1][O:2][C:3]1[CH:4]=[C:5]([O:21][C:22]2[CH:23]=[N:24][C:25]([S:28]([CH3:31])(=[O:30])=[O:29])=[CH:26][CH:27]=2)[CH:6]=[C:7]2[C:11]=1[NH:10][C:9]([C:12]1[S:13][CH:14]([CH2:17][C:18]([OH:20])=O)[CH2:15][N:16]=1)=[CH:8]2.Cl.C(N=C=NCCCN(C)C)C.ON1C2C=CC=CC=2N=N1.[CH3:54][O:55][CH2:56][CH2:57][NH2:58]. The catalyst is O.CN(C)C=O. The product is [CH3:54][O:55][CH2:56][CH2:57][NH:58][C:18](=[O:20])[CH2:17][CH:14]1[S:13][C:12]([C:9]2[NH:10][C:11]3[C:7]([CH:8]=2)=[CH:6][C:5]([O:21][C:22]2[CH:23]=[N:24][C:25]([S:28]([CH3:31])(=[O:29])=[O:30])=[CH:26][CH:27]=2)=[CH:4][C:3]=3[O:2][CH3:1])=[N:16][CH2:15]1. The yield is 0.590. (7) The reactants are [OH:1][C:2]1[CH:15]=[CH:14][CH:13]=[CH:12][C:3]=1[C:4]([C:6]1[CH:11]=[CH:10][CH:9]=[CH:8][CH:7]=1)=O.[C:16](#[N:20])[CH2:17][C:18]#[N:19].N1CCCCC1. The catalyst is C(O)C. The product is [C:18]([C:17]1[C:16](=[NH:20])[O:1][C:2]2[C:3]([C:4]=1[C:6]1[CH:11]=[CH:10][CH:9]=[CH:8][CH:7]=1)=[CH:12][CH:13]=[CH:14][CH:15]=2)#[N:19]. The yield is 0.480. (8) The reactants are F[C:2]1[CH:10]=[CH:9][CH:8]=[C:7](F)[C:3]=1[C:4](Cl)=[O:5].[Cl:12][C:13]1[C:14]([C:24]2[CH:25]=[CH:26][C:27]([NH2:30])=[N:28][CH:29]=2)=[CH:15][C:16]2[O:20][C:19]([F:22])([F:21])[O:18][C:17]=2[CH:23]=1.CCN(C(C)C)C(C)C.[Cl:40]CCl. The catalyst is CN(C1C=CN=CC=1)C.O1CCCC1.CO.[OH-].[Li+]. The product is [Cl:40][C:2]1[CH:10]=[CH:9][CH:8]=[CH:7][C:3]=1[C:4]([NH:30][C:27]1[CH:26]=[CH:25][C:24]([C:14]2[C:13]([Cl:12])=[CH:23][C:17]3[O:18][C:19]([F:21])([F:22])[O:20][C:16]=3[CH:15]=2)=[CH:29][N:28]=1)=[O:5]. The yield is 0.580. (9) The reactants are Br[C:2]1[CH:14]=[CH:13][C:5]([C:6]([O:8][C:9]([CH3:12])([CH3:11])[CH3:10])=[O:7])=[CH:4][C:3]=1[CH3:15].[C:16]([C:18]1[CH:23]=[CH:22][C:21](B(O)O)=[CH:20][CH:19]=1)#[N:17].BrCC1C=C(OC)C=CC=1C1C=CC(Cl)=CC=1. No catalyst specified. The product is [C:16]([C:18]1[CH:23]=[CH:22][C:21]([C:2]2[CH:14]=[CH:13][C:5]([C:6]([O:8][C:9]([CH3:12])([CH3:11])[CH3:10])=[O:7])=[CH:4][C:3]=2[CH3:15])=[CH:20][CH:19]=1)#[N:17]. The yield is 0.840. (10) The reactants are Br[C:2]1[C:11]2[C:6](=[CH:7][CH:8]=[CH:9][CH:10]=2)[C:5]([Br:12])=[CH:4][CH:3]=1.C([Li])CCC.CN(C)[CH:20]=[O:21].O. The catalyst is O1CCCC1. The product is [Br:12][C:5]1[C:6]2[C:11](=[CH:10][CH:9]=[CH:8][CH:7]=2)[C:2]([CH:20]=[O:21])=[CH:3][CH:4]=1. The yield is 0.560.